From a dataset of Forward reaction prediction with 1.9M reactions from USPTO patents (1976-2016). Predict the product of the given reaction. (1) Given the reactants [N:1]1([CH2:10][C:11]2[CH:19]=[CH:18][C:14]([C:15]([OH:17])=O)=[CH:13][CH:12]=2)[C:5]2[CH:6]=[CH:7][CH:8]=[CH:9][C:4]=2[N:3]=[CH:2]1.C(Cl)CCl.C1C=CC2N(O)N=NC=2C=1.CCN(C(C)C)C(C)C.Cl.[CH3:44][O:45][C:46](=[O:51])[C@H:47]([CH2:49][OH:50])[NH2:48], predict the reaction product. The product is: [N:1]1([CH2:10][C:11]2[CH:12]=[CH:13][C:14]([C:15]([NH:48][C@H:47]([C:46]([O:45][CH3:44])=[O:51])[CH2:49][OH:50])=[O:17])=[CH:18][CH:19]=2)[C:5]2[CH:6]=[CH:7][CH:8]=[CH:9][C:4]=2[N:3]=[CH:2]1. (2) The product is: [OH:34][CH2:33][C@H:32]([CH3:35])[CH2:31][CH2:30][NH:29][C:11]([C:9]1[CH:8]=[CH:7][C:6]2[N:2]([CH3:1])[C:3]([NH:14][C:15]3[S:16][C:17]4[CH:23]=[C:22]([O:24][C:25]([F:26])([F:28])[F:27])[CH:21]=[CH:20][C:18]=4[N:19]=3)=[N:4][C:5]=2[CH:10]=1)=[O:12]. Given the reactants [CH3:1][N:2]1[C:6]2[CH:7]=[CH:8][C:9]([C:11](O)=[O:12])=[CH:10][C:5]=2[N:4]=[C:3]1[NH:14][C:15]1[S:16][C:17]2[CH:23]=[C:22]([O:24][C:25]([F:28])([F:27])[F:26])[CH:21]=[CH:20][C:18]=2[N:19]=1.[NH2:29][CH2:30][CH2:31][C@@H:32]([CH3:35])[CH2:33][OH:34].CN(C(ON1N=NC2C=CC=CC1=2)=[N+](C)C)C.F[P-](F)(F)(F)(F)F.CCN(C(C)C)C(C)C, predict the reaction product.